From a dataset of Forward reaction prediction with 1.9M reactions from USPTO patents (1976-2016). Predict the product of the given reaction. (1) The product is: [Cl:1][C:2]1[CH:3]=[C:4]2[C:8](=[C:9]([C:11]3[N:16]=[CH:15][N:14]([C@@H:55]4[C:71]5[CH:72]=[C:67]([CH:68]=[CH:69][CH:70]=5)[C:66]5[N:65]([CH:73]([F:75])[F:74])[N:64]=[CH:63][C:62]=5[NH:61][C:60](=[O:76])[C@H:59]([CH3:77])[CH2:58][CH2:57][CH2:56]4)[C:13](=[O:17])[CH:12]=3)[CH:10]=1)[N:7]([CH3:18])[N:6]=[CH:5]2. Given the reactants [Cl:1][C:2]1[CH:3]=[C:4]2[C:8](=[C:9]([C:11]3[N:16]=[CH:15][N:14]=[C:13]([OH:17])[CH:12]=3)[CH:10]=1)[N:7]([CH3:18])[N:6]=[CH:5]2.CN(C(ON1N=NC2C=CC=NC1=2)=[N+](C)C)C.F[P-](F)(F)(F)(F)F.C1CCN2C(=NCCC2)CC1.N[C@@H:55]1[C:71]2[CH:72]=[C:67]([CH:68]=[CH:69][CH:70]=2)[C:66]2[N:65]([CH:73]([F:75])[F:74])[N:64]=[CH:63][C:62]=2[NH:61][C:60](=[O:76])[C@H:59]([CH3:77])[CH2:58][CH2:57][CH2:56]1, predict the reaction product. (2) Given the reactants [Cl:1][C:2]1[CH:8]=[CH:7][C:5]([NH2:6])=[CH:4][C:3]=1[C:9]1[CH:14]=[CH:13][CH:12]=[CH:11][N:10]=1.[CH3:15][C:16]1[CH:24]=[C:23]([S:25]([CH3:28])(=[O:27])=[O:26])[CH:22]=[CH:21][C:17]=1[C:18](O)=[O:19], predict the reaction product. The product is: [Cl:1][C:2]1[CH:8]=[CH:7][C:5]([NH:6][C:18](=[O:19])[C:17]2[CH:21]=[CH:22][C:23]([S:25]([CH3:28])(=[O:27])=[O:26])=[CH:24][C:16]=2[CH3:15])=[CH:4][C:3]=1[C:9]1[CH:14]=[CH:13][CH:12]=[CH:11][N:10]=1. (3) Given the reactants C([O:3][C:4]([C:6]1([S:19]([C:22]2[CH:27]=[CH:26][C:25]([O:28][CH2:29][CH2:30][CH2:31][CH3:32])=[CH:24][CH:23]=2)(=[O:21])=[O:20])[CH2:11][CH2:10][N:9]([CH2:12][C:13]2[CH:18]=[CH:17][CH:16]=[CH:15][CH:14]=2)[CH2:8][CH2:7]1)=[O:5])C, predict the reaction product. The product is: [CH2:12]([N:9]1[CH2:10][CH2:11][C:6]([S:19]([C:22]2[CH:27]=[CH:26][C:25]([O:28][CH2:29][CH2:30][CH2:31][CH3:32])=[CH:24][CH:23]=2)(=[O:21])=[O:20])([C:4]([OH:5])=[O:3])[CH2:7][CH2:8]1)[C:13]1[CH:14]=[CH:15][CH:16]=[CH:17][CH:18]=1.